This data is from Forward reaction prediction with 1.9M reactions from USPTO patents (1976-2016). The task is: Predict the product of the given reaction. (1) Given the reactants [Cr](Cl)([O-])(=O)=O.[NH+]1C=CC=CC=1.[OH:12][CH2:13][CH:14]([CH2:26][CH2:27][C:28]1[CH:37]=[CH:36][C:31]([C:32]([O:34][CH3:35])=[O:33])=[CH:30][CH:29]=1)[CH2:15][C:16]1[CH:25]=[CH:24][C:19]([C:20]([O:22][CH3:23])=[O:21])=[CH:18][CH:17]=1, predict the reaction product. The product is: [CH:13]([CH:14]([CH2:26][CH2:27][C:28]1[CH:37]=[CH:36][C:31]([C:32]([O:34][CH3:35])=[O:33])=[CH:30][CH:29]=1)[CH2:15][C:16]1[CH:25]=[CH:24][C:19]([C:20]([O:22][CH3:23])=[O:21])=[CH:18][CH:17]=1)=[O:12]. (2) Given the reactants C(O[CH:4](OCC)[C:5]([C:7]1[CH:16]=[CH:15][C:10]([C:11]([O:13][CH3:14])=[O:12])=[C:9]([F:17])[CH:8]=1)=O)C.[NH2:21][NH:22][C:23]([NH2:25])=[S:24].O.[C:27]1(C)C=CC(S(O)(=O)=O)=CC=1.CI, predict the reaction product. The product is: [F:17][C:9]1[CH:8]=[C:7]([C:5]2[N:21]=[N:22][C:23]([S:24][CH3:27])=[N:25][CH:4]=2)[CH:16]=[CH:15][C:10]=1[C:11]([O:13][CH3:14])=[O:12].